Dataset: Catalyst prediction with 721,799 reactions and 888 catalyst types from USPTO. Task: Predict which catalyst facilitates the given reaction. Reactant: [Br:1][C:2]1[CH:7]=[CH:6][C:5]([NH:8][C:9]2[C:18]3[C:13](=[CH:14][C:15]([O:20][CH3:21])=[C:16]([OH:19])[CH:17]=3)[N:12]=[CH:11][N:10]=2)=[C:4]([F:22])[CH:3]=1.C([O-])([O-])=O.[K+].[K+].Br[CH2:30][CH2:31][CH2:32][Cl:33].O. Product: [Br:1][C:2]1[CH:7]=[CH:6][C:5]([NH:8][C:9]2[C:18]3[C:13](=[CH:14][C:15]([O:20][CH3:21])=[C:16]([O:19][CH2:30][CH2:31][CH2:32][Cl:33])[CH:17]=3)[N:12]=[CH:11][N:10]=2)=[C:4]([F:22])[CH:3]=1. The catalyst class is: 3.